Dataset: Catalyst prediction with 721,799 reactions and 888 catalyst types from USPTO. Task: Predict which catalyst facilitates the given reaction. (1) Reactant: CCN=C=NCCCN(C)C.C1C=CC2N(O)N=NC=2C=1.[F:22][C:23]1[C:24](=[O:44])[N:25]2[C:29](=[C:30]([C:41](O)=[O:42])[C:31]=1[NH:32][C:33]1[CH:38]=[CH:37][C:36]([I:39])=[CH:35][C:34]=1[F:40])[CH2:28][CH2:27][CH2:26]2.[C:45]([O:49][C:50]([N:52]1[CH2:57][CH2:56][CH2:55][CH2:54][CH:53]1[C:58]1([OH:62])[CH2:61][NH:60][CH2:59]1)=[O:51])([CH3:48])([CH3:47])[CH3:46]. Product: [C:45]([O:49][C:50]([N:52]1[CH2:57][CH2:56][CH2:55][CH2:54][CH:53]1[C:58]1([OH:62])[CH2:59][N:60]([C:41]([C:30]2[C:31]([NH:32][C:33]3[CH:38]=[CH:37][C:36]([I:39])=[CH:35][C:34]=3[F:40])=[C:23]([F:22])[C:24](=[O:44])[N:25]3[C:29]=2[CH2:28][CH2:27][CH2:26]3)=[O:42])[CH2:61]1)=[O:51])([CH3:48])([CH3:46])[CH3:47]. The catalyst class is: 3. (2) Reactant: [CH:1]1[C:13]2[CH:5]([C:6]3[CH:11]([N:12]=2)[N:10]([CH2:14][C:15](O)=[O:16])[C:9]2[CH:18]=[CH:19][CH:20]=[CH:21][C:8]=2[CH:7]=3)[CH:4]=[CH:3][CH:2]=1.C(N=C=NC(C)C)(C)C.C1C=CC2N(O)N=NC=2C=1.[NH2:41][C@H:42]([CH2:46][OH:47])[C@@H:43]([CH3:45])[OH:44]. Product: [OH:47][CH2:46][C@H:42]([NH:41][C:15](=[O:16])[CH2:14][N:10]1[CH:11]2[C:6]([CH:5]3[C:13](=[N:12]2)[CH:1]=[CH:2][CH:3]=[CH:4]3)=[CH:7][C:8]2[CH:21]=[CH:20][CH:19]=[CH:18][C:9]1=2)[C@H:43]([OH:44])[CH3:45]. The catalyst class is: 3. (3) Reactant: [CH:1]12[CH2:8][CH2:7][CH:4]([CH2:5][CH2:6]1)[CH2:3][C:2]2=[O:9].[H-].[Na+].[C:12](OCC)(=[O:18])[C:13]([O:15][CH2:16][CH3:17])=[O:14]. Product: [O:9]=[C:2]1[CH:1]2[CH2:8][CH2:7][CH:4]([CH2:5][CH2:6]2)[C:3]1=[C:12]([OH:18])[C:13]([O:15][CH2:16][CH3:17])=[O:14]. The catalyst class is: 11. (4) Reactant: [CH3:1][S:2]([NH:5][C:6]1[CH:17]=[CH:16][C:9]2[S:10][C:11]([C:13]([OH:15])=O)=[CH:12][C:8]=2[CH:7]=1)(=[O:4])=[O:3].C1(C(C2C=C(C=CC=2)N)=C)C=CC=CC=1.[C:33]1([C:39]2([C:42]3[CH:43]=[C:44]([CH:46]=[CH:47][CH:48]=3)[NH2:45])[CH2:41][CH2:40]2)[CH:38]=[CH:37][CH:36]=[CH:35][CH:34]=1.CN(C(ON1N=NC2C=CC=NC1=2)=[N+](C)C)C.F[P-](F)(F)(F)(F)F.CCN(C(C)C)C(C)C. Product: [CH3:1][S:2]([NH:5][C:6]1[CH:17]=[CH:16][C:9]2[S:10][C:11]([C:13]([NH:45][C:44]3[CH:46]=[CH:47][CH:48]=[C:42]([C:39]4([C:33]5[CH:38]=[CH:37][CH:36]=[CH:35][CH:34]=5)[CH2:41][CH2:40]4)[CH:43]=3)=[O:15])=[CH:12][C:8]=2[CH:7]=1)(=[O:3])=[O:4]. The catalyst class is: 3.